From a dataset of Full USPTO retrosynthesis dataset with 1.9M reactions from patents (1976-2016). Predict the reactants needed to synthesize the given product. (1) Given the product [F:17][C:18]1[CH:23]=[CH:22][C:21]([NH:24][C:25]2[C:30]([C:31]([N:33]3[CH2:34][CH2:35][CH:36]([C:39]4[CH:44]=[CH:43][C:42]([F:45])=[CH:41][CH:40]=4)[CH2:37][CH2:38]3)=[O:32])=[CH:29][N:28]=[C:27]([S:46]([NH:49][C:1](=[O:4])[CH3:2])(=[O:47])=[O:48])[CH:26]=2)=[C:20]([CH3:50])[CH:19]=1, predict the reactants needed to synthesize it. The reactants are: [C:1]([OH:4])(=O)[CH3:2].C1N=CN(C(N2C=NC=C2)=O)C=1.[F:17][C:18]1[CH:23]=[CH:22][C:21]([NH:24][C:25]2[C:30]([C:31]([N:33]3[CH2:38][CH2:37][CH:36]([C:39]4[CH:44]=[CH:43][C:42]([F:45])=[CH:41][CH:40]=4)[CH2:35][CH2:34]3)=[O:32])=[CH:29][N:28]=[C:27]([S:46]([NH2:49])(=[O:48])=[O:47])[CH:26]=2)=[C:20]([CH3:50])[CH:19]=1.C1CCN2C(=NCCC2)CC1.C(O)(=O)CC(CC(O)=O)(C(O)=O)O. (2) Given the product [CH2:28]([O:30][C:31](=[O:46])[C@@H:32]([NH:38][C:39]([O:41][C:42]([CH3:45])([CH3:44])[CH3:43])=[O:40])[CH2:33][CH2:34][C:35]([O:37][CH2:8][C:9]1[CH:27]=[CH:26][CH:12]=[CH:11][CH:10]=1)=[O:36])[CH3:29], predict the reactants needed to synthesize it. The reactants are: N1C=CC=CC=1O[CH2:8][C:9]1[CH:27]=[CH:26][C:12](CC2C=C(C3C(N)=NC=CC=3)ON=2)=[CH:11][CH:10]=1.[CH2:28]([O:30][C:31](=[O:46])[C@@H:32]([NH:38][C:39]([O:41][C:42]([CH3:45])([CH3:44])[CH3:43])=[O:40])[CH2:33][CH2:34][C:35]([OH:37])=[O:36])[CH3:29].CN1CCOCC1.F[P-](F)(F)(F)(F)F.C[N+](C)=C(N(C)C)O. (3) Given the product [Cl:1][C:2]1[CH:3]=[C:4]([CH:8]=[C:9]([C:11]#[N:12])[CH:10]=1)[C:5]([Cl:16])=[O:6], predict the reactants needed to synthesize it. The reactants are: [Cl:1][C:2]1[CH:3]=[C:4]([CH:8]=[C:9]([C:11]#[N:12])[CH:10]=1)[C:5](O)=[O:6].C(Cl)(=O)C([Cl:16])=O. (4) Given the product [Cl:5][C:6]1[CH:13]=[C:12]([F:14])[CH:11]=[CH:10][C:7]=1[CH2:8][C:30]([C:25]1[CH:26]=[CH:27][C:28](=[O:29])[N:23]([C:17]2[C:18]([Cl:22])=[CH:19][CH:20]=[CH:21][C:16]=2[Cl:15])[CH:24]=1)=[O:31], predict the reactants needed to synthesize it. The reactants are: BrCCBr.[Cl:5][C:6]1[CH:13]=[C:12]([F:14])[CH:11]=[CH:10][C:7]=1[CH2:8]Br.[Cl:15][C:16]1[CH:21]=[CH:20][CH:19]=[C:18]([Cl:22])[C:17]=1[N:23]1[C:28](=[O:29])[CH:27]=[CH:26][C:25]([C:30](Cl)=[O:31])=[CH:24]1.Cl. (5) Given the product [CH3:12][N:9]([C:6]1[CH:7]=[CH:8][C:3]([CH3:11])=[CH:4][CH:5]=1)[NH2:10], predict the reactants needed to synthesize it. The reactants are: [NH2-].[Na+].[C:3]1([CH3:11])[CH:8]=[CH:7][C:6]([NH:9][NH2:10])=[CH:5][CH:4]=1.[CH3:12]I. (6) Given the product [CH:13]1([C:12]2[C:7]3[C:8](=[CH:56][C:58]([C:62]([O:61][CH3:60])=[O:22])=[CH:59][CH:6]=3)[N:9]3[CH:25]([OH:29])[C:26]4[C:11]([C:10]=23)=[CH:5][CH:4]=[CH:3][CH:2]=4)[CH2:18][CH2:17][CH2:16][CH2:15][CH2:14]1, predict the reactants needed to synthesize it. The reactants are: C1[C:11]2[C:10]3=[CH:12][C:13]4[CH:14]=[CH:15][C:16](C(N)=O)=[CH:17][C:18]=4[N:9]3[CH2:8][CH:7]=[CH:6][C:5]=2[CH:4]=[CH:3][CH:2]=1.[OH-:22].[Na+].Cl.[C:25](Cl)(=[O:29])[C:26](Cl)=O.CCN(P1(N(C)CCCN1C)=NC(C)(C)C)CC.CNS(NC)(=O)=O.[CH3:56]O.[CH2:58]1[CH2:62][O:61][CH2:60][CH2:59]1. (7) Given the product [Cl:39][CH2:40][C:41]1[N:46]=[C:45]([C:47]([NH:1][C:2]2[CH:10]=[C:9]([C:11]3[CH:16]=[N:15][C:14]([O:17][CH3:18])=[C:13]([NH:19][S:20]([CH3:23])(=[O:22])=[O:21])[CH:12]=3)[CH:8]=[C:7]3[C:3]=2[CH:4]=[N:5][N:6]3[S:24]([C:27]2[CH:32]=[CH:31][CH:30]=[CH:29][CH:28]=2)(=[O:26])=[O:25])=[O:48])[CH:44]=[CH:43][CH:42]=1, predict the reactants needed to synthesize it. The reactants are: [NH2:1][C:2]1[CH:10]=[C:9]([C:11]2[CH:12]=[C:13]([NH:19][S:20]([CH3:23])(=[O:22])=[O:21])[C:14]([O:17][CH3:18])=[N:15][CH:16]=2)[CH:8]=[C:7]2[C:3]=1[CH:4]=[N:5][N:6]2[S:24]([C:27]1[CH:32]=[CH:31][CH:30]=[CH:29][CH:28]=1)(=[O:26])=[O:25].N1C=CC=CC=1.[Cl:39][CH2:40][C:41]1[N:46]=[C:45]([C:47](Cl)=[O:48])[CH:44]=[CH:43][CH:42]=1.C(=O)(O)[O-].[Na+].